From a dataset of Reaction yield outcomes from USPTO patents with 853,638 reactions. Predict the reaction yield, written as a fraction of the theoretical maximum amount of product (1.0 means a 100% yield; for example, 0.34 means a 34% yield). The reactants are [CH3:1][Sn:2](Cl)([CH3:4])[CH3:3].C1COCC1.[Cl:11][C:12]1[CH:17]=[CH:16][C:15]([Mg]Br)=[CH:14][CH:13]=1.CCOCC. No catalyst specified. The product is [Cl:11][C:12]1[CH:17]=[CH:16][C:15]([Sn:2]([CH3:4])([CH3:3])[CH3:1])=[CH:14][CH:13]=1. The yield is 0.970.